This data is from Full USPTO retrosynthesis dataset with 1.9M reactions from patents (1976-2016). The task is: Predict the reactants needed to synthesize the given product. (1) Given the product [CH3:1][O:2][C:3]1[CH:8]=[CH:7][C:6]([C:9]2[O:10][C:11]3[C:12](=[C:14]([C:18]([NH2:22])=[O:20])[CH:15]=[CH:16][CH:17]=3)[N:13]=2)=[CH:5][CH:4]=1, predict the reactants needed to synthesize it. The reactants are: [CH3:1][O:2][C:3]1[CH:8]=[CH:7][C:6]([C:9]2[O:10][C:11]3[C:12](=[C:14]([C:18]([O-:20])=O)[CH:15]=[CH:16][CH:17]=3)[N:13]=2)=[CH:5][CH:4]=1.O.[NH4+:22]. (2) Given the product [F:21][C:20]([F:23])([F:22])[C:19]([NH:1][C@H:2]([CH3:6])[C:3]([OH:5])=[O:4])=[O:18], predict the reactants needed to synthesize it. The reactants are: [NH2:1][C@H:2]([CH3:6])[C:3]([OH:5])=[O:4].CN(C)C(N(C)C)=N.C([O:18][CH2:19][C:20]([F:23])([F:22])[F:21])(=O)C. (3) Given the product [CH3:37][O:36][C:25]1[C:26]2[C:31](=[CH:30][CH:29]=[CH:28][CH:27]=2)[C:32]([CH2:34][C:46]2[CH:47]=[C:48]3[C:56](=[CH:55][CH:54]=[CH:53][CH:50]=[CH:49]3)[C:51]=2[C:52]([O:66][CH3:65])=[O:71])=[CH:33][C:24]=1[C@H:6]1[C@H:5]([O:4][C:1](=[O:3])[CH3:2])[C@@H:10]([O:11][C:12](=[O:14])[CH3:13])[C@H:9]([O:15][C:16](=[O:18])[CH3:17])[C@@H:8]([CH2:19][O:20][C:21](=[O:23])[CH3:22])[O:7]1, predict the reactants needed to synthesize it. The reactants are: [C:1]([O:4][C@@H:5]1[C@@H:10]([O:11][C:12](=[O:14])[CH3:13])[C@H:9]([O:15][C:16](=[O:18])[CH3:17])[C@@H:8]([CH2:19][O:20][C:21](=[O:23])[CH3:22])[O:7][C@H:6]1[C:24]1[CH:33]=[C:32]([CH2:34]Br)[C:31]2[C:26](=[CH:27][CH:28]=[CH:29][CH:30]=2)[C:25]=1[O:36][CH3:37])(=[O:3])[CH3:2].C1(P(C2CCCCC2)C2[CH:50]=[CH:49][CH:48]=[CH:47][C:46]=2[C:51]2[CH:56]=[CH:55][CH:54]=[CH:53][CH:52]=2)CCCCC1.[F-].[K+].[C:65](=O)([O-])[O-:66].[Cs+].[Cs+].[O:71]1CCOCC1.